From a dataset of Drug-target binding data from BindingDB using IC50 measurements. Regression. Given a target protein amino acid sequence and a drug SMILES string, predict the binding affinity score between them. We predict pIC50 (pIC50 = -log10(IC50 in M); higher means more potent). Dataset: bindingdb_ic50. (1) The compound is O=C(O)Cc1cc(Br)c(N(Cc2ccc(Oc3ccccc3)cc2)Cc2cc(F)cc(F)c2)c(Br)c1. The target protein (P06536) has sequence MDSKESLAPPGRDEVPGSLLGQGRGSVMDFYKSLRGGATVKVSASSPSVAAASQADSKQQRILLDFSKGSTSNVQQRQQQQQQQQQQQQQQQQQQQPDLSKAVSLSMGLYMGETETKVMGNDLGYPQQGQLGLSSGETDFRLLEESIANLNRSTSVPENPKSSTSATGCATPTEKEFPKTHSDASSEQQNRKSQTGTNGGSVKLYPTDQSTFDLLKDLEFSAGSPSKDTNESPWRSDLLIDENLLSPLAGEDDPFLLEGNTNEDCKPLILPDTKPKIKDTGDTILSSPSSVALPQVKTEKDDFIELCTPGVIKQEKLGPVYCQASFSGTNIIGNKMSAISVHGVSTSGGQMYHYDMNTASLSQQQDQKPVFNVIPPIPVGSENWNRCQGSGEDSLTSLGALNFPGRSVFSNGYSSPGMRPDVSSPPSSSSAATGPPPKLCLVCSDEASGCHYGVLTCGSCKVFFKRAVEGQHNYLCAGRNDCIIDKIRRKNCPACRYRKC.... The pIC50 is 5.4. (2) The drug is NC(=O)c1ccc(Oc2ccc(C(N)=O)cc2)cc1. The target protein sequence is IEWQYNDNNTSHCFNKMTNLKLEDARREKKKTVDVKINHRHYTVNLNTYTATDTKGHSLSVQRLTKSKVDIPAHWSDMKQQNFCVVELLPSDPEYNTVASKFNQTCSHFRIEKIERIQNPDLWNSYQAKKKTMDAKNGQTMNEKQLFHGTDAGSVPHVNRNGFNRSYAGKNAVAYGKGTYFAVNANYSANDTYSRPDANGRKHVYYVRVLTGIYTHGNHSLIVPPSKNPQNPTDLYDTVTDNVHHPSLFVAFYDYQAYPEYLITFRK. The pIC50 is 4.6.